This data is from Forward reaction prediction with 1.9M reactions from USPTO patents (1976-2016). The task is: Predict the product of the given reaction. The product is: [ClH:11].[NH2:1][C:2]([CH3:8])([CH2:6][OH:7])[C:3]([O:5][CH3:13])=[O:4]. Given the reactants [NH2:1][C:2]([CH3:8])([CH2:6][OH:7])[C:3]([OH:5])=[O:4].S(Cl)([Cl:11])=O.[CH3:13]O, predict the reaction product.